From a dataset of Reaction yield outcomes from USPTO patents with 853,638 reactions. Predict the reaction yield, written as a fraction of the theoretical maximum amount of product (1.0 means a 100% yield; for example, 0.34 means a 34% yield). (1) The reactants are Br[C:2]1[CH:7]=[CH:6][C:5]([CH2:8][C:9]([NH:11][C:12]2[O:16][N:15]=[C:14]([C:17]([CH3:21])([CH3:20])[CH2:18][OH:19])[CH:13]=2)=[O:10])=[CH:4][CH:3]=1.CC1(C)C(C)(C)OB([C:30]2[CH:31]=[CH:32][C:33]([NH2:36])=[N:34][CH:35]=2)O1.C([O-])([O-])=O.[Na+].[Na+]. The catalyst is CC#N.[Cl-].[Na+].O.C1C=CC([PH+]([C]2[CH][CH][CH][CH]2)C2C=CC=CC=2)=CC=1.C1C=CC([PH+]([C]2[CH][CH][CH][CH]2)C2C=CC=CC=2)=CC=1.C(Cl)Cl.Cl[Pd]Cl.[Fe]. The product is [NH2:36][C:33]1[N:34]=[CH:35][C:30]([C:2]2[CH:7]=[CH:6][C:5]([CH2:8][C:9]([NH:11][C:12]3[O:16][N:15]=[C:14]([C:17]([CH3:21])([CH3:20])[CH2:18][OH:19])[CH:13]=3)=[O:10])=[CH:4][CH:3]=2)=[CH:31][CH:32]=1. The yield is 0.340. (2) The reactants are Cl[C:2]1[C:7]([NH:8][C:9]([C:11]2[CH:20]=[CH:19][C:14]([C:15]([O:17][CH3:18])=[O:16])=[CH:13][CH:12]=2)=[O:10])=[CH:6][CH:5]=[CH:4][N:3]=1.C[Si](OP(=O)=O)(C)C. The catalyst is C(OCC)C. The product is [N:8]1[C:7]2[C:2](=[N:3][CH:4]=[CH:5][CH:6]=2)[O:10][C:9]=1[C:11]1[CH:20]=[CH:19][C:14]([C:15]([O:17][CH3:18])=[O:16])=[CH:13][CH:12]=1. The yield is 0.810. (3) The reactants are [CH3:1][Si:2]([CH3:19])([CH3:18])[CH2:3][CH2:4][O:5][C:6](=O)[O:7]C1C=CC([N+]([O-])=O)=CC=1.CCN(C(C)C)C(C)C.[F:29][C:30]1[CH:35]=[C:34]([CH3:36])[C:33]([NH2:37])=[CH:32][C:31]=1[NH2:38]. The catalyst is CN(C=O)C.CN(C1C=CN=CC=1)C. The product is [CH3:1][Si:2]([CH3:19])([CH3:18])[CH2:3][CH2:4][O:5][C:6](=[O:7])[NH:37][C:33]1[CH:32]=[C:31]([NH2:38])[C:30]([F:29])=[CH:35][C:34]=1[CH3:36]. The yield is 0.280.